Task: Predict the reaction yield, written as a fraction of the theoretical maximum amount of product (1.0 means a 100% yield; for example, 0.34 means a 34% yield).. Dataset: Reaction yield outcomes from USPTO patents with 853,638 reactions The reactants are [CH3:1][C@H:2]1[CH2:7][N:6]([CH:8]2[CH2:11][O:10][CH2:9]2)[C@H:5]([CH3:12])[CH2:4][N:3]1[C:13]1[CH:14]=[CH:15][C:16]([NH:19][C:20]2[C:25](=[O:26])[N:24]([CH3:27])[CH:23]=[C:22]([C:28]3[CH:35]=[C:34]([F:36])[CH:33]=[C:32]([N:37]4[CH:49]=[CH:48][N:40]5[C:41]6[CH2:42][CH2:43][CH2:44][CH2:45][C:46]=6[CH:47]=[C:39]5[C:38]4=[O:50])[C:29]=3[CH:30]=[O:31])[CH:21]=2)=[N:17][CH:18]=1.[BH4-].[Na+].O. The catalyst is CO. The product is [CH3:1][C@H:2]1[CH2:7][N:6]([CH:8]2[CH2:11][O:10][CH2:9]2)[C@H:5]([CH3:12])[CH2:4][N:3]1[C:13]1[CH:14]=[CH:15][C:16]([NH:19][C:20]2[C:25](=[O:26])[N:24]([CH3:27])[CH:23]=[C:22]([C:28]3[C:29]([CH2:30][OH:31])=[C:32]([N:37]4[CH:49]=[CH:48][N:40]5[C:41]6[CH2:42][CH2:43][CH2:44][CH2:45][C:46]=6[CH:47]=[C:39]5[C:38]4=[O:50])[CH:33]=[C:34]([F:36])[CH:35]=3)[CH:21]=2)=[N:17][CH:18]=1. The yield is 0.400.